Dataset: Peptide-MHC class II binding affinity with 134,281 pairs from IEDB. Task: Regression. Given a peptide amino acid sequence and an MHC pseudo amino acid sequence, predict their binding affinity value. This is MHC class II binding data. (1) The peptide sequence is SNNGIKQQGIRYANP. The MHC is DRB1_1001 with pseudo-sequence DRB1_1001. The binding affinity (normalized) is 0.212. (2) The peptide sequence is GELQIVDKIDDAFKI. The MHC is DRB1_1201 with pseudo-sequence DRB1_1201. The binding affinity (normalized) is 0.556. (3) The peptide sequence is GARRSGDVLWDIPTP. The MHC is DRB1_0801 with pseudo-sequence DRB1_0801. The binding affinity (normalized) is 0.174. (4) The peptide sequence is QQLIFCMDVVLQQHNIAHGR. The MHC is DRB1_0701 with pseudo-sequence DRB1_0701. The binding affinity (normalized) is 0. (5) The peptide sequence is SKYALVDASLKMADPNRFRGKDLPVLDQL. The MHC is DRB1_1301 with pseudo-sequence DRB1_1301. The binding affinity (normalized) is 0. (6) The peptide sequence is PEEFAVVDLSKMRAV. The MHC is DRB1_1201 with pseudo-sequence DRB1_1201. The binding affinity (normalized) is 0.530. (7) The peptide sequence is RNFYFINRLTGYLRN. The MHC is DRB4_0101 with pseudo-sequence DRB4_0103. The binding affinity (normalized) is 0.341. (8) The peptide sequence is IDLNVLLSAAINFFL. The MHC is DRB1_0401 with pseudo-sequence DRB1_0401. The binding affinity (normalized) is 0. (9) The peptide sequence is AIALDFKPGTSGSPI. The MHC is DRB1_0901 with pseudo-sequence DRB1_0901. The binding affinity (normalized) is 0.277. (10) The peptide sequence is FTRGKLMSSLHLKRY. The MHC is DRB1_0404 with pseudo-sequence DRB1_0404. The binding affinity (normalized) is 0.364.